This data is from Full USPTO retrosynthesis dataset with 1.9M reactions from patents (1976-2016). The task is: Predict the reactants needed to synthesize the given product. Given the product [CH:5]1[C:6]2[C:12]3[C:7](=[CH:8][CH:9]=[CH:10][CH:11]=3)[C:1]=2[CH:2]=[CH:3][CH:4]=1, predict the reactants needed to synthesize it. The reactants are: [C:1]1([C:7]2[CH:12]=[CH:11][C:10](O)=[CH:9][CH:8]=2)[CH:6]=[CH:5][CH:4]=[CH:3][CH:2]=1.C(OCC)(=O)C.C([P+](C1C=CC=CC=1)(C1C=CC=CC=1)C1C=CC=CC=1)C.CN(C)C(=O)C.